Dataset: Forward reaction prediction with 1.9M reactions from USPTO patents (1976-2016). Task: Predict the product of the given reaction. (1) Given the reactants [CH2:1]([N:8]1[C:16]([CH3:17])=[C:15]2[C:10]([CH:11]=[C:12]([C:18]3[CH:19]=[C:20]([CH:28]4[O:33][CH2:32][CH:31]5[CH2:34][NH:35][CH2:36][CH2:37][N:30]5[CH2:29]4)[N:21]4[C:26]=3[C:25]([NH2:27])=[N:24][CH:23]=[N:22]4)[CH:13]=[CH:14]2)=[N:9]1)[C:2]1[CH:7]=[CH:6][CH:5]=[CH:4][CH:3]=1.I[CH3:39], predict the reaction product. The product is: [CH2:1]([N:8]1[C:16]([CH3:17])=[C:15]2[C:10]([CH:11]=[C:12]([C:18]3[CH:19]=[C:20]([CH:28]4[O:33][CH2:32][CH:31]5[CH2:34][N:35]([CH3:39])[CH2:36][CH2:37][N:30]5[CH2:29]4)[N:21]4[C:26]=3[C:25]([NH2:27])=[N:24][CH:23]=[N:22]4)[CH:13]=[CH:14]2)=[N:9]1)[C:2]1[CH:7]=[CH:6][CH:5]=[CH:4][CH:3]=1. (2) Given the reactants [Si]([O:8][C@@H:9]([C:23]1[CH:28]=[CH:27][C:26]([C:29]#[N:30])=[CH:25][CH:24]=1)[CH2:10][N:11]1[CH2:16][CH2:15][CH2:14][C@H:13]([CH2:17][C:18]([O:20][CH2:21][CH3:22])=[O:19])[CH2:12]1)(C(C)(C)C)(C)C.C(=O)(O)[O-].[Na+].Cl.[NH2:37][OH:38], predict the reaction product. The product is: [OH:8][C@H:9]([C:23]1[CH:24]=[CH:25][C:26](/[C:29](=[N:37]/[OH:38])/[NH2:30])=[CH:27][CH:28]=1)[CH2:10][N:11]1[CH2:16][CH2:15][CH2:14][C@@H:13]([CH2:17][C:18]([O:20][CH2:21][CH3:22])=[O:19])[CH2:12]1. (3) Given the reactants [C:1]([Si:5]([CH3:34])([CH3:33])[O:6][C@H:7]1[CH2:15][CH2:14][CH2:13][C@@:12]2([CH3:16])[C@H:8]1[CH2:9][CH2:10][C@@H:11]2[C@:17]([CH3:32])([CH2:29][C:30]#[CH:31])[CH2:18][CH2:19][CH2:20][C:21]([CH3:28])([O:23][Si:24]([CH3:27])([CH3:26])[CH3:25])[CH3:22])([CH3:4])([CH3:3])[CH3:2].[F:35][C:36]([F:44])([F:43])[C:37]([C:39]([F:42])([F:41])[F:40])=[O:38].C(=O)=O.C([Li])CCC.[Cl-].[NH4+], predict the reaction product. The product is: [C:1]([Si:5]([CH3:33])([CH3:34])[O:6][C@H:7]1[CH2:15][CH2:14][CH2:13][C@@:12]2([CH3:16])[C@H:8]1[CH2:9][CH2:10][C@@H:11]2[C@@:17]([CH3:32])([CH2:18][CH2:19][CH2:20][C:21]([CH3:22])([O:23][Si:24]([CH3:26])([CH3:25])[CH3:27])[CH3:28])[CH2:29][C:30]#[C:31][C:37]([C:39]([F:42])([F:41])[F:40])([OH:38])[C:36]([F:44])([F:43])[F:35])([CH3:4])([CH3:3])[CH3:2]. (4) Given the reactants [F:1][C:2]1[CH:7]=[CH:6][C:5]([N:8]2[C:11](=[O:12])[C@H:10]([S:13][CH2:14][C:15]3([C:23]4[CH:28]=[CH:27][C:26]([O:29][CH3:30])=[CH:25][CH:24]=4)OCC(C)(C)C[O:16]3)[C@H:9]2[C:31]2[CH:45]=[CH:44][C:34]([O:35][CH2:36][C:37]([O:39]C(C)(C)C)=[O:38])=[CH:33][CH:32]=2)=[CH:4][CH:3]=1, predict the reaction product. The product is: [F:1][C:2]1[CH:3]=[CH:4][C:5]([N:8]2[C:11](=[O:12])[C@H:10]([S:13][CH2:14][C:15]([C:23]3[CH:28]=[CH:27][C:26]([O:29][CH3:30])=[CH:25][CH:24]=3)=[O:16])[C@H:9]2[C:31]2[CH:45]=[CH:44][C:34]([O:35][CH2:36][C:37]([OH:39])=[O:38])=[CH:33][CH:32]=2)=[CH:6][CH:7]=1. (5) Given the reactants [F:1][C:2]1[CH:10]=[C:9]2[C:5]([C:6]([C:12]3[N:17]=[C:16]4[C:18]([C:21]([NH:23][CH2:24][C:25]5([OH:36])[CH2:28][N:27](C(OC(C)(C)C)=O)[CH2:26]5)=[O:22])=[CH:19][NH:20][C:15]4=[N:14][CH:13]=3)=[N:7][N:8]2[CH3:11])=[CH:4][CH:3]=1.[F:37][C:38]([F:43])([F:42])[C:39]([OH:41])=[O:40], predict the reaction product. The product is: [F:37][C:38]([F:43])([F:42])[C:39]([OH:41])=[O:40].[F:1][C:2]1[CH:10]=[C:9]2[C:5]([C:6]([C:12]3[N:17]=[C:16]4[C:18]([C:21]([NH:23][CH2:24][C:25]5([OH:36])[CH2:28][NH:27][CH2:26]5)=[O:22])=[CH:19][NH:20][C:15]4=[N:14][CH:13]=3)=[N:7][N:8]2[CH3:11])=[CH:4][CH:3]=1. (6) Given the reactants C1(N[C:7]2[C:12]([CH3:13])=[C:11]([CH3:14])[N:10]=[C:9]([NH:15][CH2:16][C:17]3[CH:22]=[CH:21][CH:20]=[CH:19][N:18]=3)[N:8]=2)CCCC1.[F:23][C:24]1[CH:29]=[CH:28][CH:27]=[C:26]([CH3:30])[C:25]=1[NH2:31], predict the reaction product. The product is: [F:23][C:24]1[CH:29]=[CH:28][CH:27]=[C:26]([CH3:30])[C:25]=1[NH:31][C:7]1[C:12]([CH3:13])=[C:11]([CH3:14])[N:10]=[C:9]([NH:15][CH2:16][C:17]2[CH:22]=[CH:21][CH:20]=[CH:19][N:18]=2)[N:8]=1. (7) Given the reactants [CH2:1]([C:4]1[S:28][C:7]2[N:8]=[C:9]([C:25](O)=[O:26])[N:10]=[C:11]([N:12]3[CH2:17][CH2:16][N:15]4[C:18]([C:21]([F:24])([F:23])[F:22])=[N:19][N:20]=[C:14]4[CH2:13]3)[C:6]=2[CH:5]=1)[CH2:2][CH3:3].C(Cl)(=O)C(Cl)=O.CN(C)C=O.O[NH:41][C:42](=[NH:49])[C:43]1[CH:48]=[CH:47][CH:46]=[CH:45][CH:44]=1, predict the reaction product. The product is: [C:43]1([C:42]2[N:49]=[C:25]([C:9]3[N:10]=[C:11]([N:12]4[CH2:17][CH2:16][N:15]5[C:18]([C:21]([F:24])([F:23])[F:22])=[N:19][N:20]=[C:14]5[CH2:13]4)[C:6]4[CH:5]=[C:4]([CH2:1][CH2:2][CH3:3])[S:28][C:7]=4[N:8]=3)[O:26][N:41]=2)[CH:48]=[CH:47][CH:46]=[CH:45][CH:44]=1. (8) Given the reactants Cl[C:2]1([C:25]([O:27][CH2:28][CH3:29])=[O:26])[CH2:7][CH2:6][CH2:5][N:4]2[C:8]([C:11]3[CH:16]=[CH:15][C:14]([C:17]4[O:21][C:20]([CH3:22])=[N:19][CH:18]=4)=[C:13]([O:23][CH3:24])[CH:12]=3)=[N:9][N:10]=[C:3]12.[F:30][C:31]1[CH:32]=[C:33]([OH:38])[CH:34]=[CH:35][C:36]=1[F:37].C(=O)([O-])[O-].[K+].[K+].CN(C=O)C, predict the reaction product. The product is: [F:30][C:31]1[CH:32]=[C:33]([CH:34]=[CH:35][C:36]=1[F:37])[O:38][C:2]1([C:25]([O:27][CH2:28][CH3:29])=[O:26])[CH2:7][CH2:6][CH2:5][N:4]2[C:8]([C:11]3[CH:16]=[CH:15][C:14]([C:17]4[O:21][C:20]([CH3:22])=[N:19][CH:18]=4)=[C:13]([O:23][CH3:24])[CH:12]=3)=[N:9][N:10]=[C:3]12.